Dataset: Forward reaction prediction with 1.9M reactions from USPTO patents (1976-2016). Task: Predict the product of the given reaction. (1) Given the reactants [CH3:1][C:2]1[C:6]([CH2:7][N:8]2[CH:12]=[C:11]([NH2:13])[N:10]=[CH:9]2)=[C:5]([CH3:14])[O:4][N:3]=1.[O:15]1[C:19]2[CH:20]=[CH:21][C:22]([C:24](Cl)=[O:25])=[CH:23][C:18]=2[O:17][CH2:16]1.C(N(CC)CC)C, predict the reaction product. The product is: [CH3:1][C:2]1[C:6]([CH2:7][N:8]2[CH:12]=[C:11]([NH:13][C:24]([C:22]3[CH:21]=[CH:20][C:19]4[O:15][CH2:16][O:17][C:18]=4[CH:23]=3)=[O:25])[N:10]=[CH:9]2)=[C:5]([CH3:14])[O:4][N:3]=1. (2) Given the reactants C([O:8][C:9]1[C:10](=[O:19])[CH:11]=[C:12]([CH:16]([F:18])[F:17])[N:13]([CH3:15])[CH:14]=1)C1C=CC=CC=1, predict the reaction product. The product is: [F:18][CH:16]([F:17])[C:12]1[N:13]([CH3:15])[CH:14]=[C:9]([OH:8])[C:10](=[O:19])[CH:11]=1.